From a dataset of Forward reaction prediction with 1.9M reactions from USPTO patents (1976-2016). Predict the product of the given reaction. The product is: [NH2:1][C:2]1[CH:9]=[CH:8][C:5]([C:6]2[N:10]=[N:11][NH:12][N:7]=2)=[CH:4][CH:3]=1. Given the reactants [NH2:1][C:2]1[CH:9]=[CH:8][C:5]([C:6]#[N:7])=[CH:4][CH:3]=1.[N-:10]=[N+:11]=[N-:12].[Na+].[Cl-].[NH4+], predict the reaction product.